This data is from Full USPTO retrosynthesis dataset with 1.9M reactions from patents (1976-2016). The task is: Predict the reactants needed to synthesize the given product. (1) Given the product [NH2:17][C:11]1[N:12]([CH3:16])[C:13](=[O:15])[CH2:14][C:9]([C:4]2[CH:5]=[CH:6][C:7]([Cl:8])=[C:2]([Cl:1])[CH:3]=2)([CH3:22])[N:10]=1, predict the reactants needed to synthesize it. The reactants are: [Cl:1][C:2]1[CH:3]=[C:4]([C:9]2([CH3:22])[CH2:14][C:13](=[O:15])[N:12]([CH3:16])[C:11]([N:17]=CN(C)C)=[N:10]2)[CH:5]=[CH:6][C:7]=1[Cl:8].N.C(#N)C.O.C(O)(C(F)(F)F)=O. (2) Given the product [NH2:20][C:17]1[CH:16]=[CH:15][C:14]([C:11]2[NH:10][C:9](=[O:8])[S:13][N:12]=2)=[CH:19][CH:18]=1, predict the reactants needed to synthesize it. The reactants are: C(O)(C(F)(F)F)=O.[O:8]=[C:9]1[S:13][N:12]=[C:11]([C:14]2[CH:19]=[CH:18][C:17]([NH:20]C(=O)OC(C)(C)C)=[CH:16][CH:15]=2)[NH:10]1.